From a dataset of Reaction yield outcomes from USPTO patents with 853,638 reactions. Predict the reaction yield, written as a fraction of the theoretical maximum amount of product (1.0 means a 100% yield; for example, 0.34 means a 34% yield). The reactants are [CH3:1][O:2][C:3]1[CH:35]=[CH:34][C:6]([CH2:7][N:8]([CH2:25][C:26]2[CH:31]=[CH:30][C:29]([O:32][CH3:33])=[CH:28][CH:27]=2)[C:9]2[N:14]=[C:13]([CH3:15])[N:12]=[C:11]([C:16]3[C:17]([F:24])=[N:18][CH:19]=[C:20]([CH:23]=3)[CH:21]=[O:22])[N:10]=2)=[CH:5][CH:4]=1.C[Si](C)(C)[C:38]([F:41])([F:40])[F:39].[F-].[Cs+]. The catalyst is C1COCC1. The product is [CH3:33][O:32][C:29]1[CH:28]=[CH:27][C:26]([CH2:25][N:8]([CH2:7][C:6]2[CH:5]=[CH:4][C:3]([O:2][CH3:1])=[CH:35][CH:34]=2)[C:9]2[N:14]=[C:13]([CH3:15])[N:12]=[C:11]([C:16]3[CH:23]=[C:20]([CH:21]([OH:22])[C:38]([F:41])([F:40])[F:39])[CH:19]=[N:18][C:17]=3[F:24])[N:10]=2)=[CH:31][CH:30]=1. The yield is 1.08.